Dataset: Reaction yield outcomes from USPTO patents with 853,638 reactions. Task: Predict the reaction yield, written as a fraction of the theoretical maximum amount of product (1.0 means a 100% yield; for example, 0.34 means a 34% yield). (1) The reactants are C([NH:4][CH2:5][C:6]1[CH:7]=[C:8]([C:12]2[CH:17]=[C:16]([N:18]([CH:26]3[CH2:28][CH2:27]3)C(=O)OC(C)(C)C)[N:15]3[N:29]=[CH:30][C:31]([CH:32]=[O:33])=[C:14]3[N:13]=2)[CH:9]=[CH:10][CH:11]=1)(=O)C.Cl.[OH-].[Na+]. The catalyst is O1CCOCC1.O. The product is [NH2:4][CH2:5][C:6]1[CH:7]=[C:8]([C:12]2[CH:17]=[C:16]([NH:18][CH:26]3[CH2:28][CH2:27]3)[N:15]3[N:29]=[CH:30][C:31]([CH:32]=[O:33])=[C:14]3[N:13]=2)[CH:9]=[CH:10][CH:11]=1. The yield is 0.700. (2) The reactants are I[CH:2]([CH3:4])[CH3:3].[Cl:5][C:6]1[CH:7]=[CH:8][C:9]([OH:16])=[C:10]([CH:15]=1)[C:11]([O:13][CH3:14])=[O:12].C(=O)([O-])[O-].[K+].[K+]. The catalyst is C(#N)C. The product is [Cl:5][C:6]1[CH:7]=[CH:8][C:9]([O:16][CH:2]([CH3:4])[CH3:3])=[C:10]([CH:15]=1)[C:11]([O:13][CH3:14])=[O:12]. The yield is 0.490. (3) The reactants are [CH3:1][S:2](Cl)(=[O:4])=[O:3].[Cl:6][C:7]1[CH:8]=[C:9]([CH:30]=[CH:31][C:32]=1[F:33])[NH:10][C:11]1[C:20]2[C:15](=[CH:16][C:17]([O:28][CH3:29])=[CH:18][C:19]=2[O:21][CH:22]2[CH2:27][CH2:26][NH:25][CH2:24][CH2:23]2)[N:14]=[CH:13][N:12]=1.C(N(CC)CC)C. The catalyst is C(Cl)Cl. The product is [Cl:6][C:7]1[CH:8]=[C:9]([CH:30]=[CH:31][C:32]=1[F:33])[NH:10][C:11]1[C:20]2[C:15](=[CH:16][C:17]([O:28][CH3:29])=[CH:18][C:19]=2[O:21][CH:22]2[CH2:23][CH2:24][N:25]([S:2]([CH3:1])(=[O:4])=[O:3])[CH2:26][CH2:27]2)[N:14]=[CH:13][N:12]=1. The yield is 0.710.